Dataset: Peptide-MHC class I binding affinity with 185,985 pairs from IEDB/IMGT. Task: Regression. Given a peptide amino acid sequence and an MHC pseudo amino acid sequence, predict their binding affinity value. This is MHC class I binding data. (1) The MHC is Patr-B1301 with pseudo-sequence Patr-B1301. The binding affinity (normalized) is 0.0167. The peptide sequence is YTAVVPLVY. (2) The peptide sequence is QTMLFTMLRK. The MHC is HLA-A03:01 with pseudo-sequence HLA-A03:01. The binding affinity (normalized) is 0.777. (3) The peptide sequence is SHYSHNPKL. The MHC is HLA-B58:01 with pseudo-sequence HLA-B58:01. The binding affinity (normalized) is 0.0847. (4) The peptide sequence is CYMHVSDFY. The MHC is HLA-A23:01 with pseudo-sequence HLA-A23:01. The binding affinity (normalized) is 0.689. (5) The peptide sequence is LLIHQGMHM. The MHC is HLA-A02:01 with pseudo-sequence HLA-A02:01. The binding affinity (normalized) is 0.319. (6) The binding affinity (normalized) is 0.389. The peptide sequence is SQVPKLLLW. The MHC is Mamu-B17 with pseudo-sequence Mamu-B17.